The task is: Predict the product of the given reaction.. This data is from Forward reaction prediction with 1.9M reactions from USPTO patents (1976-2016). (1) Given the reactants [N:1]([C:4]1[CH:5]=[C:6]([S:10]([NH2:13])(=[O:12])=[O:11])[CH:7]=[CH:8][CH:9]=1)=[C:2]=[S:3].[F:14][C:15]1[CH:21]=[C:20]([I:22])[CH:19]=[CH:18][C:16]=1[NH2:17], predict the reaction product. The product is: [F:14][C:15]1[CH:21]=[C:20]([I:22])[CH:19]=[CH:18][C:16]=1[NH:17][C:2](=[S:3])[NH:1][C:4]1[CH:5]=[C:6]([S:10]([NH2:13])(=[O:11])=[O:12])[CH:7]=[CH:8][CH:9]=1. (2) Given the reactants [I:1][C:2]1[CH:6]=[CH:5][NH:4][N:3]=1.[H-].[Na+].F[C:10]1[CH:11]=[N:12][CH:13]=[C:14]([C:16]([F:19])([F:18])[F:17])[CH:15]=1, predict the reaction product. The product is: [I:1][C:2]1[CH:6]=[CH:5][N:4]([C:10]2[CH:11]=[N:12][CH:13]=[C:14]([C:16]([F:19])([F:18])[F:17])[CH:15]=2)[N:3]=1. (3) Given the reactants [O:1]1[CH:5]=[CH:4][CH2:3][CH2:2]1.O=[O+][O-].[NH2:9][CH2:10][C:11]([F:38])([F:37])[CH2:12][NH:13][C:14](=[O:36])[C:15]1[CH:20]=[CH:19][C:18]([F:21])=[C:17]([NH:22][CH2:23][C:24]2[S:28][C:27]([NH:29][C:30]3[CH:35]=[CH:34][CH:33]=[CH:32][N:31]=3)=[N:26][CH:25]=2)[CH:16]=1.[BH-](OC(C)=O)(OC(C)=O)OC(C)=O.[Na+], predict the reaction product. The product is: [F:38][C:11]([F:37])([CH2:10][N:9]1[CH2:4][CH2:5][O:1][CH2:2][CH2:3]1)[CH2:12][NH:13][C:14](=[O:36])[C:15]1[CH:20]=[CH:19][C:18]([F:21])=[C:17]([NH:22][CH2:23][C:24]2[S:28][C:27]([NH:29][C:30]3[CH:35]=[CH:34][CH:33]=[CH:32][N:31]=3)=[N:26][CH:25]=2)[CH:16]=1. (4) Given the reactants C(OC([N:8]1[CH2:13][CH2:12][C:11](=[O:14])[CH2:10][CH:9]1[CH3:15])=O)(C)(C)C.[ClH:16].C(OCC)C, predict the reaction product. The product is: [ClH:16].[CH3:15][CH:9]1[CH2:10][C:11](=[O:14])[CH2:12][CH2:13][NH:8]1. (5) Given the reactants O[N:2]1C2C=CC=CC=2N=N1.CCN=C=NCCCN(C)C.Cl.C(N(CC)C(C)C)(C)C.[C:32]([O:36][C:37]([N:39]1[CH2:44][CH2:43][CH:42]([C:45]2[CH:50]=[CH:49][C:48]([NH:51][C:52]3[N:57]=[C:56]([CH2:58][CH2:59][C:60]4[CH:65]=[CH:64][CH:63]=[CH:62][C:61]=4[CH2:66][C:67]([O-:69])=O)[C:55]([C:70]([F:73])([F:72])[F:71])=[CH:54][N:53]=3)=[CH:47][CH:46]=2)[CH2:41][CH2:40]1)=[O:38])([CH3:35])([CH3:34])[CH3:33].[Li+].C(=O)([O-])[O-].[NH4+].[NH4+], predict the reaction product. The product is: [NH2:2][C:67](=[O:69])[CH2:66][C:61]1[CH:62]=[CH:63][CH:64]=[CH:65][C:60]=1[CH2:59][CH2:58][C:56]1[C:55]([C:70]([F:73])([F:72])[F:71])=[CH:54][N:53]=[C:52]([NH:51][C:48]2[CH:49]=[CH:50][C:45]([CH:42]3[CH2:41][CH2:40][N:39]([C:37]([O:36][C:32]([CH3:34])([CH3:33])[CH3:35])=[O:38])[CH2:44][CH2:43]3)=[CH:46][CH:47]=2)[N:57]=1.